From a dataset of Catalyst prediction with 721,799 reactions and 888 catalyst types from USPTO. Predict which catalyst facilitates the given reaction. (1) Reactant: [CH2:1]([N:3]([CH2:37][CH3:38])[CH2:4][CH2:5][CH2:6][NH:7][C:8]1[N:9]=[C:10]([C:27]2[CH:28]=[C:29]([CH:33]=[CH:34][C:35]=2[CH3:36])[C:30]([OH:32])=O)[C:11]2[CH:17]=[CH:16][C:15](=[O:18])[N:14]([C:19]3[C:24]([F:25])=[CH:23][CH:22]=[CH:21][C:20]=3[F:26])[C:12]=2[N:13]=1)[CH3:2].CN(C(O[N:47]1N=N[C:49]2[CH:50]=CC=C[C:48]1=2)=[N+](C)C)C.F[P-](F)(F)(F)(F)F.C(N)CC. Product: [CH2:1]([N:3]([CH2:37][CH3:38])[CH2:4][CH2:5][CH2:6][NH:7][C:8]1[N:9]=[C:10]([C:27]2[CH:28]=[C:29]([CH:33]=[CH:34][C:35]=2[CH3:36])[C:30]([NH:47][CH2:48][CH2:49][CH3:50])=[O:32])[C:11]2[CH:17]=[CH:16][C:15](=[O:18])[N:14]([C:19]3[C:24]([F:25])=[CH:23][CH:22]=[CH:21][C:20]=3[F:26])[C:12]=2[N:13]=1)[CH3:2]. The catalyst class is: 1. (2) Reactant: [F:1][C:2]([F:21])([F:20])[C:3]([N:5]1[CH2:11][CH2:10][C:9]2[CH:12]=[C:13]([OH:19])[C:14]([N+:16]([O-:18])=[O:17])=[CH:15][C:8]=2[CH2:7][CH2:6]1)=[O:4].C(=O)([O-])[O-].[K+].[K+].[CH2:28](Br)[C:29]1[CH:34]=[CH:33][CH:32]=[CH:31][CH:30]=1. Product: [CH2:28]([O:19][C:13]1[C:14]([N+:16]([O-:18])=[O:17])=[CH:15][C:8]2[CH2:7][CH2:6][N:5]([C:3](=[O:4])[C:2]([F:1])([F:20])[F:21])[CH2:11][CH2:10][C:9]=2[CH:12]=1)[C:29]1[CH:34]=[CH:33][CH:32]=[CH:31][CH:30]=1. The catalyst class is: 3. (3) Product: [F:7][C:8]1[C:16]2[C:12](=[CH:13][N:14]([CH3:17])[N:15]=2)[C:11]([CH:18]2[CH2:20][CH:19]2[CH2:21][OH:22])=[CH:10][CH:9]=1. The catalyst class is: 7. Reactant: [H-].[Al+3].[Li+].[H-].[H-].[H-].[F:7][C:8]1[C:16]2[C:12](=[CH:13][N:14]([CH3:17])[N:15]=2)[C:11]([CH:18]2[CH2:20][CH:19]2[C:21](OCC)=[O:22])=[CH:10][CH:9]=1.O.O.O.O.O.O.O.O.O.O.S([O-])([O-])(=O)=O.[Na+].[Na+]. (4) Reactant: P(CCCC)(CCCC)CCCC.C1CCN(C(N=NC(N2CCCCC2)=O)=O)CC1.[Cl:32][C:33]1[CH:34]=[C:35]([F:46])[C:36]([C:39]2[CH:44]=[CH:43][C:42]([OH:45])=[CH:41][CH:40]=2)=[N:37][CH:38]=1.O[CH2:48][C@H:49]1[CH2:54][CH2:53][O:52][CH2:51][C@@H:50]1[NH:55][C:56](=[O:62])[O:57][C:58]([CH3:61])([CH3:60])[CH3:59].[OH-].[Na+]. Product: [Cl:32][C:33]1[CH:34]=[C:35]([F:46])[C:36]([C:39]2[CH:40]=[CH:41][C:42]([O:45][CH2:48][C@H:49]3[CH2:54][CH2:53][O:52][CH2:51][C@@H:50]3[NH:55][C:56](=[O:62])[O:57][C:58]([CH3:61])([CH3:60])[CH3:59])=[CH:43][CH:44]=2)=[N:37][CH:38]=1. The catalyst class is: 1. (5) Reactant: [Cl:1][C:2]1[N:7]=[C:6]([Cl:8])[CH:5]=[C:4]([CH3:9])[N:3]=1.[NH:10]([CH3:12])[CH3:11].C([O-])(O)=O.[Na+]. Product: [Cl:1][C:2]1[N:7]=[C:6]([N:10]([CH3:12])[CH3:11])[CH:5]=[C:4]([CH3:9])[N:3]=1.[Cl:8][C:6]1[CH:5]=[C:4]([CH3:9])[N:3]=[C:2]([N:10]([CH3:12])[CH3:11])[N:7]=1. The catalyst class is: 1. (6) Reactant: [CH3:1][O:2][C:3]([C:5]1[CH:6]=[CH:7][C:8]2[C:13](=[N:14]O)[CH2:12][S:11](=[O:17])(=[O:16])[N:10]([CH3:18])[C:9]=2[CH:19]=1)=[O:4]. Product: [CH3:1][O:2][C:3]([C:5]1[CH:6]=[CH:7][C:8]2[CH:13]([NH2:14])[CH2:12][S:11](=[O:17])(=[O:16])[N:10]([CH3:18])[C:9]=2[CH:19]=1)=[O:4]. The catalyst class is: 105. (7) Reactant: [I-].[CH:2]1[C:12]2[CH2:11][CH2:10][C:9]3[CH:13]=[CH:14][CH:15]=[CH:16][C:8]=3[NH:7][C:6]=2[CH:5]=[CH:4][C:3]=1[CH2:17][N+]1(C)CCCCC1.[C:25]([O-:28])(=[O:27])[CH3:26].[Li+]. Product: [CH:2]1[C:12]2[CH2:11][CH2:10][C:9]3[CH:13]=[CH:14][CH:15]=[CH:16][C:8]=3[NH:7][C:6]=2[CH:5]=[CH:4][C:3]=1[CH2:17][O:28][C:25](=[O:27])[CH3:26]. The catalyst class is: 148.